From a dataset of Full USPTO retrosynthesis dataset with 1.9M reactions from patents (1976-2016). Predict the reactants needed to synthesize the given product. Given the product [Cl:1][C:2]1[CH:3]=[C:4]2[C:8](=[CH:9][CH:10]=1)[NH:7][C:6]([S:11]([N:14]1[CH2:19][CH2:18][N:17]([C:20]([C:21]3[CH:22]=[CH:23][C:24]([C:27]4[CH:32]=[CH:31][N+:30]([O-:39])=[CH:29][CH:28]=4)=[CH:25][CH:26]=3)=[O:33])[CH2:16][CH2:15]1)(=[O:13])=[O:12])=[CH:5]2, predict the reactants needed to synthesize it. The reactants are: [Cl:1][C:2]1[CH:3]=[C:4]2[C:8](=[CH:9][CH:10]=1)[NH:7][C:6]([S:11]([N:14]1[CH2:19][CH2:18][N:17]([C:20](=[O:33])[C:21]3[CH:26]=[CH:25][C:24]([C:27]4[CH:32]=[CH:31][N:30]=[CH:29][CH:28]=4)=[CH:23][CH:22]=3)[CH2:16][CH2:15]1)(=[O:13])=[O:12])=[CH:5]2.ClC1C=C(C=CC=1)C(OO)=[O:39].